This data is from Full USPTO retrosynthesis dataset with 1.9M reactions from patents (1976-2016). The task is: Predict the reactants needed to synthesize the given product. (1) Given the product [CH2:1]([O:8][C:9]1[CH:10]=[C:11]2[C:15](=[CH:16][CH:17]=1)[N:14]([CH2:19][CH2:20][C:21]1[CH:26]=[CH:25][CH:24]=[CH:23][CH:22]=1)[CH:13]=[CH:12]2)[C:2]1[CH:3]=[CH:4][CH:5]=[CH:6][CH:7]=1, predict the reactants needed to synthesize it. The reactants are: [CH2:1]([O:8][C:9]1[CH:10]=[C:11]2[C:15](=[CH:16][CH:17]=1)[NH:14][CH:13]=[CH:12]2)[C:2]1[CH:7]=[CH:6][CH:5]=[CH:4][CH:3]=1.Br[CH2:19][CH2:20][C:21]1[CH:26]=[CH:25][CH:24]=[CH:23][CH:22]=1.[OH-].[K+]. (2) Given the product [F:18][C:19]1[CH:24]=[C:23]([F:25])[CH:22]=[CH:21][C:20]=1[N:26]1[CH2:27][CH2:28][N:29]([CH2:2][C:3]2[CH:8]=[CH:7][C:6]([C:9]3([C:12]([O:14][CH3:15])=[O:13])[CH2:11][CH2:10]3)=[CH:5][CH:4]=2)[CH2:30][CH2:31]1, predict the reactants needed to synthesize it. The reactants are: Cl[CH2:2][C:3]1[CH:8]=[CH:7][C:6]([C:9]2([C:12]([O:14][CH3:15])=[O:13])[CH2:11][CH2:10]2)=[CH:5][CH:4]=1.Cl.Cl.[F:18][C:19]1[CH:24]=[C:23]([F:25])[CH:22]=[CH:21][C:20]=1[N:26]1[CH2:31][CH2:30][NH:29][CH2:28][CH2:27]1. (3) Given the product [NH:11]1[C:15]2[CH:16]=[CH:17][CH:18]=[CH:19][C:14]=2[N:13]=[C:12]1[C@H:8]([NH:9][C:10]([NH:23][CH:24]1[CH2:29][CH2:28][NH:27][C:26](=[O:30])[CH2:25]1)=[O:20])[CH2:7][C:6]1[CH:21]=[CH:22][C:3]([O:2][CH3:1])=[CH:4][CH:5]=1, predict the reactants needed to synthesize it. The reactants are: [CH3:1][O:2][C:3]1[CH:22]=[CH:21][C:6]([CH2:7][C@@H:8]2[C:12]3=[N:13][C:14]4[CH:19]=[CH:18][CH:17]=[CH:16][C:15]=4[N:11]3[C:10](=[O:20])[NH:9]2)=[CH:5][CH:4]=1.[NH2:23][CH:24]1[CH2:29][CH2:28][NH:27][C:26](=[O:30])[CH2:25]1.C(O)(C(F)(F)F)=O. (4) Given the product [S:23]1[C:27]2[CH:28]=[CH:29][CH:30]=[CH:31][C:26]=2[C:25]([NH:32][C:13]([CH:10]2[CH2:9][CH2:8][N:7]([C:1]3[CH:2]=[CH:3][CH:4]=[CH:5][CH:6]=3)[CH2:12][CH2:11]2)=[O:15])=[N:24]1, predict the reactants needed to synthesize it. The reactants are: [C:1]1([N:7]2[CH2:12][CH2:11][CH:10]([C:13]([OH:15])=O)[CH2:9][CH2:8]2)[CH:6]=[CH:5][CH:4]=[CH:3][CH:2]=1.BrC1C=CC=CC=1.[S:23]1[C:27]2[CH:28]=[CH:29][CH:30]=[CH:31][C:26]=2[C:25]([NH2:32])=[N:24]1. (5) Given the product [CH3:1][C:2]([CH3:16])([CH3:15])[CH:3]=[CH:4][C:5]1[CH:10]=[CH:9][CH:8]=[CH:7][C:6]=1[N+:11]([O-:13])=[O:12], predict the reactants needed to synthesize it. The reactants are: [CH3:1][C:2]([CH3:16])([CH3:15])[CH:3](O)[CH2:4][C:5]1[CH:10]=[CH:9][CH:8]=[CH:7][C:6]=1[N+:11]([O-:13])=[O:12].S(Cl)(Cl)=O. (6) The reactants are: [F:1][C:2]1[C:3]([N:12]2[CH2:17][CH2:16][C:15](=O)[CH2:14][CH2:13]2)=[N:4][CH:5]=[C:6]([C:8]([F:11])([F:10])[F:9])[CH:7]=1.[CH:19]1([NH2:22])[CH2:21][CH2:20]1. Given the product [CH:19]1([NH:22][CH:15]2[CH2:16][CH2:17][N:12]([C:3]3[C:2]([F:1])=[CH:7][C:6]([C:8]([F:11])([F:10])[F:9])=[CH:5][N:4]=3)[CH2:13][CH2:14]2)[CH2:21][CH2:20]1, predict the reactants needed to synthesize it.